From a dataset of NCI-60 drug combinations with 297,098 pairs across 59 cell lines. Regression. Given two drug SMILES strings and cell line genomic features, predict the synergy score measuring deviation from expected non-interaction effect. (1) Drug 1: CN1CCC(CC1)COC2=C(C=C3C(=C2)N=CN=C3NC4=C(C=C(C=C4)Br)F)OC. Drug 2: CN(C(=O)NC(C=O)C(C(C(CO)O)O)O)N=O. Cell line: A549. Synergy scores: CSS=5.00, Synergy_ZIP=-5.82, Synergy_Bliss=-7.15, Synergy_Loewe=-6.01, Synergy_HSA=-5.93. (2) Drug 1: CNC(=O)C1=NC=CC(=C1)OC2=CC=C(C=C2)NC(=O)NC3=CC(=C(C=C3)Cl)C(F)(F)F. Drug 2: CS(=O)(=O)OCCCCOS(=O)(=O)C. Cell line: M14. Synergy scores: CSS=-3.07, Synergy_ZIP=0.968, Synergy_Bliss=-0.402, Synergy_Loewe=-2.18, Synergy_HSA=-3.11.